From a dataset of hERG Central: cardiac toxicity at 1µM, 10µM, and general inhibition. Predict hERG channel inhibition at various concentrations. The molecule is O=C(CCN1c2ccccc2Sc2ccccc21)OCC(=O)N1CCN(C(=O)c2ccco2)CC1. Results: hERG_inhib (hERG inhibition (general)): blocker.